Dataset: Full USPTO retrosynthesis dataset with 1.9M reactions from patents (1976-2016). Task: Predict the reactants needed to synthesize the given product. (1) Given the product [Br:16][C:9]1[CH:10]=[CH:11][C:6]([N:5]([CH2:12][CH2:13][CH2:14][CH3:15])[CH2:1][CH2:2][CH2:3][CH3:4])=[CH:7][CH:8]=1, predict the reactants needed to synthesize it. The reactants are: [CH2:1]([N:5]([CH2:12][CH2:13][CH2:14][CH3:15])[C:6]1[CH:11]=[CH:10][CH:9]=[CH:8][CH:7]=1)[CH2:2][CH2:3][CH3:4].[Br:16]N1C(=O)CCC1=O.O. (2) Given the product [CH3:1][C:2]1[CH:7]=[CH:6][CH:5]=[CH:4][C:3]=1[CH:8]=[CH:9][C:10]([NH:12][C@H:13]([C:24]([OH:26])=[O:25])[CH2:14][C:15]1[C:23]2[C:18](=[CH:19][CH:20]=[CH:21][CH:22]=2)[NH:17][CH:16]=1)=[O:11], predict the reactants needed to synthesize it. The reactants are: [CH3:1][C:2]1[CH:7]=[CH:6][CH:5]=[CH:4][C:3]=1[CH:8]=[CH:9][C:10]([NH:12][C@H:13]([C:24]([O:26]C)=[O:25])[CH2:14][C:15]1[C:23]2[C:18](=[CH:19][CH:20]=[CH:21][CH:22]=2)[NH:17][CH:16]=1)=[O:11].[OH-].[Na+]. (3) The reactants are: C(O[C:9]1[C:17](OC)=[CH:16][C:12](C(O)=O)=[C:11]([N+:20]([O-])=O)[CH:10]=1)C1C=CC=CC=1.[Li+].[B-](CC)(CC)[CH2:25]C.[OH2:31].[CH2:32]1[CH2:36][O:35][CH2:34][CH2:33]1. Given the product [CH3:25][O:31][C:34]([CH:33]1[CH2:32][C:36]2[C:10](=[CH:9][CH:17]=[CH:16][CH:12]=2)[CH2:11][NH:20]1)=[O:35], predict the reactants needed to synthesize it.